Dataset: NCI-60 drug combinations with 297,098 pairs across 59 cell lines. Task: Regression. Given two drug SMILES strings and cell line genomic features, predict the synergy score measuring deviation from expected non-interaction effect. (1) Drug 1: COC1=C(C=C2C(=C1)N=CN=C2NC3=CC(=C(C=C3)F)Cl)OCCCN4CCOCC4. Drug 2: C1CC(=O)NC(=O)C1N2C(=O)C3=CC=CC=C3C2=O. Cell line: HCT-15. Synergy scores: CSS=36.9, Synergy_ZIP=-1.64, Synergy_Bliss=0.942, Synergy_Loewe=-16.3, Synergy_HSA=0.559. (2) Drug 1: CC1=C(C(=CC=C1)Cl)NC(=O)C2=CN=C(S2)NC3=CC(=NC(=N3)C)N4CCN(CC4)CCO. Drug 2: C1=CN(C=N1)CC(O)(P(=O)(O)O)P(=O)(O)O. Cell line: IGROV1. Synergy scores: CSS=34.7, Synergy_ZIP=-0.0431, Synergy_Bliss=0.397, Synergy_Loewe=-26.0, Synergy_HSA=0.271. (3) Drug 1: C1=NC2=C(N=C(N=C2N1C3C(C(C(O3)CO)O)F)Cl)N. Drug 2: C(CC(=O)O)C(=O)CN.Cl. Cell line: A549. Synergy scores: CSS=5.56, Synergy_ZIP=0.0569, Synergy_Bliss=-0.735, Synergy_Loewe=-4.13, Synergy_HSA=-4.08. (4) Drug 1: CC1=C(C=C(C=C1)NC2=NC=CC(=N2)N(C)C3=CC4=NN(C(=C4C=C3)C)C)S(=O)(=O)N.Cl. Drug 2: CCCCC(=O)OCC(=O)C1(CC(C2=C(C1)C(=C3C(=C2O)C(=O)C4=C(C3=O)C=CC=C4OC)O)OC5CC(C(C(O5)C)O)NC(=O)C(F)(F)F)O. Cell line: HOP-92. Synergy scores: CSS=-0.581, Synergy_ZIP=-2.67, Synergy_Bliss=-4.93, Synergy_Loewe=-3.57, Synergy_HSA=-3.63. (5) Drug 1: C1=NC2=C(N=C(N=C2N1C3C(C(C(O3)CO)O)O)F)N. Drug 2: CC1=C(C=C(C=C1)C(=O)NC2=CC(=CC(=C2)C(F)(F)F)N3C=C(N=C3)C)NC4=NC=CC(=N4)C5=CN=CC=C5. Cell line: BT-549. Synergy scores: CSS=3.44, Synergy_ZIP=0.368, Synergy_Bliss=4.40, Synergy_Loewe=-5.84, Synergy_HSA=-2.09. (6) Drug 1: CC1=C2C(C(=O)C3(C(CC4C(C3C(C(C2(C)C)(CC1OC(=O)C(C(C5=CC=CC=C5)NC(=O)OC(C)(C)C)O)O)OC(=O)C6=CC=CC=C6)(CO4)OC(=O)C)OC)C)OC. Drug 2: CN(CC1=CN=C2C(=N1)C(=NC(=N2)N)N)C3=CC=C(C=C3)C(=O)NC(CCC(=O)O)C(=O)O. Cell line: KM12. Synergy scores: CSS=42.4, Synergy_ZIP=-1.44, Synergy_Bliss=-2.88, Synergy_Loewe=-7.90, Synergy_HSA=2.09. (7) Drug 1: C1=CC(=CC=C1CC(C(=O)O)N)N(CCCl)CCCl.Cl. Drug 2: C1=CC(=CC=C1C#N)C(C2=CC=C(C=C2)C#N)N3C=NC=N3. Cell line: HOP-62. Synergy scores: CSS=10.5, Synergy_ZIP=-3.33, Synergy_Bliss=-1.65, Synergy_Loewe=-4.80, Synergy_HSA=-5.08. (8) Drug 1: C1CC(C1)(C(=O)O)C(=O)O.[NH2-].[NH2-].[Pt+2]. Drug 2: C1=NC2=C(N=C(N=C2N1C3C(C(C(O3)CO)O)F)Cl)N. Cell line: EKVX. Synergy scores: CSS=0.268, Synergy_ZIP=-1.21, Synergy_Bliss=-5.26, Synergy_Loewe=-4.90, Synergy_HSA=-5.55. (9) Drug 1: C1=CC(=CC=C1CCCC(=O)O)N(CCCl)CCCl. Drug 2: CC1=C2C(C(=O)C3(C(CC4C(C3C(C(C2(C)C)(CC1OC(=O)C(C(C5=CC=CC=C5)NC(=O)C6=CC=CC=C6)O)O)OC(=O)C7=CC=CC=C7)(CO4)OC(=O)C)O)C)OC(=O)C. Cell line: MOLT-4. Synergy scores: CSS=69.6, Synergy_ZIP=0.900, Synergy_Bliss=-2.79, Synergy_Loewe=-3.33, Synergy_HSA=0.0614.